Task: Predict the reactants needed to synthesize the given product.. Dataset: Full USPTO retrosynthesis dataset with 1.9M reactions from patents (1976-2016) (1) Given the product [O:17]=[C:10]1[CH:11]([C:12]([O:14][CH3:15])=[O:13])[C:7](=[O:6])[CH2:8][NH:9]1, predict the reactants needed to synthesize it. The reactants are: CO.[Na].C([O:6][C:7](=O)[CH2:8][NH:9][C:10](=[O:17])[CH2:11][C:12]([O:14][CH2:15]C)=[O:13])C.O. (2) Given the product [CH2:8]([C:10]1[CH:18]=[CH:17][C:13]([C:14](=[O:15])[S:1][C:2]2[CH:7]=[CH:6][CH:5]=[CH:4][N:3]=2)=[CH:12][CH:11]=1)[CH3:9], predict the reactants needed to synthesize it. The reactants are: [SH:1][C:2]1[CH:7]=[CH:6][CH:5]=[CH:4][N:3]=1.[CH2:8]([C:10]1[CH:18]=[CH:17][C:13]([C:14](Cl)=[O:15])=[CH:12][CH:11]=1)[CH3:9].